This data is from Experimentally validated miRNA-target interactions with 360,000+ pairs, plus equal number of negative samples. The task is: Binary Classification. Given a miRNA mature sequence and a target amino acid sequence, predict their likelihood of interaction. (1) The miRNA is hsa-miR-4469 with sequence GCUCCCUCUAGGGUCGCUCGGA. The protein sequence of the target gene is MVLEGNPEVGSPRTSDLQHRGNKGSCVLSSPGEDAQPGEEPIKYGELIVLGCCEEGGEETEAQRGEVTGPRAHSCYNGCLASGDKGRRRSRLALSRRSHANGVKPDVMHHISTPLVSKALSNRGQHSISYTLSRSHSVIVEYTHDSDTDMFQIGRSTENMIDFVVTDTSPGGGAAEGPSAQSTISRYACRILCDRRPPYTARIYAAGFDASSNIFLGERAAKWRTPDGLMDGLTTNGVLVMHPAGGFSEDSAPGVWREISVCGNVYTLRDSRSAQQRGKLVENESNVLQDGSLIDLCGAT.... Result: 1 (interaction). (2) The miRNA is mmu-miR-294-3p with sequence AAAGUGCUUCCCUUUUGUGUGU. The protein sequence of the target gene is MAFAPMGPEASFFDVLDRHRESLLAALRRGGREPPTGGSRLASSSEVLASIENIIQDIITSLARNEAPAFTIDNRSSWENIKFEDSVGLQMVSHCTTRKIKSDSPKSAQKFSLILKILSMIYKLVQSNTYATKRDIYYTDSQLFGNQTVVDNIINDISCMLKVSRRSLHILSTSKGLIAGNLRYIEEDGTKVNCTCGATAVAVPSNIQGIRNLVTDAKFVLIVEKDATFQRLLDDNFCNKLSPCIMITGKGVPDLNTRLLVKKLWDTFHVPVFTLVDADPHGIEIMCIYKYGSMSMSFEA.... Result: 0 (no interaction). (3) The miRNA is hsa-miR-7854-3p with sequence UGAGGUGACCGCAGAUGGGAA. The protein sequence of the target gene is MASRRKSTTPCMVLASEQDPDLELISDLDEGPPVLTPVENTRAESISSDEEVHESVDSDNQQNKKVEGGYECKYCTFQTPDLNMFTFHVDSEHPNVVLNSSYVCVECNFLTKRYDALSEHNLKYHPGEENFKLTMVKRNNQTIFEQTINDLTFDGSFVKEENAEQAESTEVSSSGISISKTPIMKMMKNKVENKRIAVHHNSVEDVPEEKENEIKPDREEIVENPSSSASESNTSTSIVNRIHPSTASTVVTPAAVLPGLAQVITAVSAQQNSNLIPKVLIPVNSIPTYNAALDNNPLLL.... Result: 0 (no interaction). (4) The miRNA is hsa-miR-6784-3p with sequence UCUCACCCCAACUCUGCCCCAG. The protein sequence of the target gene is MSSGKSARYNRFSGGPSNLPTPDVTTGTRMETTFGPAFSAVTTITKADGTSTYKQHCRTPSSSSTLAYSPRDEEDSMPPISTPRRSDSAISVRSLHSESSMSLRSTFSLPEEEEEPEPLVFAEQPSVKLCCQLCCSVFKDPVITTCGHTFCRRCALKSEKCPVDNVKLTVVVNNIAVAEQIGELFIHCRHGCRVAGSGKPPIFEVDPRGCPFTIKLSARKDHEGSCDYRPVRCPNNPSCPPLLRMNLEAHLKECEHIKCPHSKYGCTFIGNQDTYETHLETCRFEGLKEFLQQTDDRFHE.... Result: 1 (interaction). (5) The miRNA is hsa-miR-4300 with sequence UGGGAGCUGGACUACUUC. The protein sequence of the target gene is MAPAKATNVVRLLLGSTALWLSQLGSGTVAASKSVTAHLAAKWPETPLLLEASEFMAEESNEKFWQFLETVQELAIYKQTESDYSYYNLILKKAGQFLDNLHINLLKFAFSIRAYSPAIQMFQQIAADEPPPDGCNAFVVIHKKHTCKINEIKKLLKKAASRTRPYLFKGDHKFPTNKENLPVVILYAEMGTRTFSAFHKVLSEKAQNEEILYVLRHYIQKPSSRKMYLSGYGVELAIKSTEYKALDDTQVKTVTNTTVEDETETNEVQGFLFGKLKEIYSDLRDNLTAFQKYLIESNKQ.... Result: 0 (no interaction). (6) The miRNA is hsa-miR-567 with sequence AGUAUGUUCUUCCAGGACAGAAC. The protein sequence of the target gene is MAGVSFSGHRLELLAAYEEVIREESAADWALYTYEDGSDDLKLAASGEGGLQELSGHFENQKVMYGFCSVKDSQAALPKYVLINWVGEDVPDARKCACASHVAKVAEFFQGVDVIVNASSVEDIDAGAIGQRLSNGLARLSSPVLHRLRLREDENAEPVGTTYQKTDAAVEMKRINREQFWEQAKKEEELRKEEERKKALDARLRFEQERMEQERQEQEERERRYREREQQIEEHRRKQQSLEAEEAKRRLKEQSIFGDQRDEEEESQMKKSESEVEEAAAIIAQRPDNPREFFRQQERV.... Result: 0 (no interaction).